Dataset: Catalyst prediction with 721,799 reactions and 888 catalyst types from USPTO. Task: Predict which catalyst facilitates the given reaction. (1) Reactant: [C:1]1([C:7](=[N:14][CH:15]([CH2:21][CH2:22][C:23]2[CH:24]=[C:25]3[C:48](=[CH:49][CH:50]=2)[C:29]2=[N:30][O:31][C:32]([C:33]4[CH:34]=[N:35][N:36]([C:42]5[CH:47]=[CH:46][CH:45]=[CH:44][CH:43]=5)[C:37]=4[C:38]([F:41])([F:40])[F:39])=[C:28]2[CH2:27][CH2:26]3)[C:16]([O:18][CH2:19][CH3:20])=[O:17])[C:8]2[CH:13]=[CH:12][CH:11]=[CH:10][CH:9]=2)[CH:6]=[CH:5][CH:4]=[CH:3][CH:2]=1.[CH3:51][Si]([N-][Si](C)(C)C)(C)C.[Li+].IC.CN(C=O)C. Product: [C:1]1([C:7](=[N:14][C:15]([CH3:51])([CH2:21][CH2:22][C:23]2[CH:24]=[C:25]3[C:48](=[CH:49][CH:50]=2)[C:29]2=[N:30][O:31][C:32]([C:33]4[CH:34]=[N:35][N:36]([C:42]5[CH:43]=[CH:44][CH:45]=[CH:46][CH:47]=5)[C:37]=4[C:38]([F:40])([F:41])[F:39])=[C:28]2[CH2:27][CH2:26]3)[C:16]([O:18][CH2:19][CH3:20])=[O:17])[C:8]2[CH:9]=[CH:10][CH:11]=[CH:12][CH:13]=2)[CH:2]=[CH:3][CH:4]=[CH:5][CH:6]=1. The catalyst class is: 1. (2) Reactant: [CH3:1][O:2][C:3]([C@@H:5]1[CH2:17][C:16]2[C:15]3[C:10](=[CH:11][C:12]([O:18][CH3:19])=[CH:13][CH:14]=3)[NH:9][C:8]=2[C@H:7]([CH2:20][CH:21]([CH3:23])[CH3:22])[NH:6]1)=[O:4].[C:24]([O:28][C:29]([NH:31][C@H:32]([C:34](O)=[O:35])[CH3:33])=[O:30])([CH3:27])([CH3:26])[CH3:25].CN(C(ON1N=NC2C=CC=NC1=2)=[N+](C)C)C.F[P-](F)(F)(F)(F)F.CN(C)C=O.C(N(CC)C(C)C)(C)C. Product: [C:24]([O:28][C:29]([NH:31][C@@H:32]([CH3:33])[C:34]([N:6]1[C@H:5]([C:3]([O:2][CH3:1])=[O:4])[CH2:17][C:16]2[C:15]3[C:10](=[CH:11][C:12]([O:18][CH3:19])=[CH:13][CH:14]=3)[NH:9][C:8]=2[C@@H:7]1[CH2:20][CH:21]([CH3:23])[CH3:22])=[O:35])=[O:30])([CH3:27])([CH3:26])[CH3:25]. The catalyst class is: 6. (3) Reactant: I[C:2]1[CH:3]=[C:4]2[C:8](=[C:9]([CH3:11])[CH:10]=1)[C:7](=[O:12])[N:6]([CH2:13][C:14]1[CH:19]=[CH:18][C:17]([O:20][C:21]([F:24])([F:23])[F:22])=[CH:16][CH:15]=1)[CH2:5]2.[N:25]1[CH:30]=[CH:29][C:28]([CH2:31][OH:32])=[CH:27][CH:26]=1.C(=O)([O-])[O-].[Cs+].[Cs+].N1C2C(=CC=C3C=2N=CC=C3)C=CC=1. Product: [CH3:11][C:9]1[CH:10]=[C:2]([O:32][CH2:31][C:28]2[CH:29]=[CH:30][N:25]=[CH:26][CH:27]=2)[CH:3]=[C:4]2[C:8]=1[C:7](=[O:12])[N:6]([CH2:13][C:14]1[CH:19]=[CH:18][C:17]([O:20][C:21]([F:22])([F:24])[F:23])=[CH:16][CH:15]=1)[CH2:5]2. The catalyst class is: 432. (4) Reactant: [C:1](OC(C)CC(=O)NCCC=O)(=[O:15])[CH2:2][CH2:3][CH2:4][CH2:5][CH2:6][CH2:7][CH2:8][CH2:9][CH2:10][CH2:11][CH2:12][CH2:13][CH3:14].[C:27]([O-:31])(=O)[CH2:28]C.[Si]([O:39][C@H:40]1[C@H:44]([N:45]2[CH:50]=[CH:49][C:48](=[O:51])[N:47](CC3C=CC(OC)=CC=3)[C:46]2=[O:61])[O:43][CH:42]([C@H:62]([OH:89])[C@@H:63]([C:86]([OH:88])=[O:87])[NH:64][CH2:65][CH2:66][CH2:67][NH:68][C:69](=[O:85])[C@H:70]([C@@H:82]([OH:84])[CH3:83])[NH:71][C:72](=[O:81])[O:73][CH2:74][C:75]2[CH:80]=[CH:79][CH:78]=[CH:77][CH:76]=2)[C@H:41]1[OH:90])(C(C)(C)C)(C)C.[C:91]([OH:94])(=O)[CH3:92].[C:95](O[BH-](OC(=O)C)OC(=O)C)(=O)[CH3:96].[Na+]. Product: [C:91]([O:90][C@H:41]1[C@@H:40]([O:39][C:27](=[O:31])[CH3:28])[C@H:44]([N:45]2[CH:50]=[CH:49][C:48](=[O:51])[NH:47][C:46]2=[O:61])[O:43][C@@H:42]1[C@H:62]([OH:89])[CH:63]([C:86]([O:88][CH2:95][CH3:96])=[O:87])[NH:64][CH2:65][CH2:66][CH2:67][NH:68][C:69](=[O:85])[C@H:70]([C@@H:82]([O:84][C:1](=[O:15])[CH2:2][CH2:3][CH2:4][CH2:5][CH2:6][CH2:7][CH2:8][CH2:9][CH2:10][CH2:11][CH2:12][CH2:13][CH3:14])[CH3:83])[NH:71][C:72](=[O:81])[O:73][CH2:74][C:75]1[CH:76]=[CH:77][CH:78]=[CH:79][CH:80]=1)(=[O:94])[CH3:92]. The catalyst class is: 7.